Dataset: Catalyst prediction with 721,799 reactions and 888 catalyst types from USPTO. Task: Predict which catalyst facilitates the given reaction. (1) Reactant: [H-].[Na+].[N:3]1[CH:8]=[CH:7][C:6]([N:9]2[CH2:13][CH2:12][CH:11]([OH:14])[CH2:10]2)=[CH:5][CH:4]=1.Br[C:16]1[CH:21]=[CH:20][C:19]([N+:22]([O-:24])=[O:23])=[CH:18][N:17]=1. Product: [N:3]1[CH:8]=[CH:7][C:6]([N:9]2[CH2:13][CH2:12][CH:11]([O:14][C:16]3[CH:21]=[CH:20][C:19]([N+:22]([O-:24])=[O:23])=[CH:18][N:17]=3)[CH2:10]2)=[CH:5][CH:4]=1. The catalyst class is: 689. (2) Reactant: [Br:1][C:2]1[CH:11]=[C:10]2[C:5]([C:6](Cl)=[C:7]([C:12]([NH2:14])=[O:13])[CH:8]=[N:9]2)=[CH:4][CH:3]=1.[NH2:16][C:17]1[CH:18]=[C:19]([CH:25]=[CH:26][CH:27]=1)[C:20]([O:22][CH2:23][CH3:24])=[O:21]. Product: [NH2:14][C:12]([C:7]1[CH:8]=[N:9][C:10]2[C:5]([C:6]=1[NH:16][C:17]1[CH:18]=[C:19]([CH:25]=[CH:26][CH:27]=1)[C:20]([O:22][CH2:23][CH3:24])=[O:21])=[CH:4][CH:3]=[C:2]([Br:1])[CH:11]=2)=[O:13]. The catalyst class is: 12.